Dataset: Reaction yield outcomes from USPTO patents with 853,638 reactions. Task: Predict the reaction yield, written as a fraction of the theoretical maximum amount of product (1.0 means a 100% yield; for example, 0.34 means a 34% yield). (1) The reactants are [OH:1][C:2]([CH3:35])([CH3:34])[CH2:3][C@@:4]1([C:28]2[CH:33]=[CH:32][CH:31]=[CH:30][CH:29]=2)[O:9][C:8](=[O:10])[N:7]([C@H](C2C=CC(B3OC(C)(C)C(C)(C)O3)=CC=2)C)[CH2:6][CH2:5]1.BrC1C=CC(=O)N(C(F)F)C=1.C([O-])([O-])=O.[Cs+].[Cs+].O. The catalyst is O1CCOCC1. The product is [OH:1][C:2]([CH3:35])([CH3:34])[CH2:3][C:4]1([C:28]2[CH:33]=[CH:32][CH:31]=[CH:30][CH:29]=2)[O:9][C:8](=[O:10])[NH:7][CH2:6][CH2:5]1. The yield is 0.570. (2) The reactants are C(OC([N:8]1[CH2:13][CH2:12][CH:11]([O:14][C:15]([C:17]2[CH:34]=[C:33]3[C:20]([S:21](=[O:37])(=[O:36])[NH:22][C:23]4[C:32]3=[CH:31][C:30]([Cl:35])=[C:29]3[C:24]=4[N:25]=[CH:26][CH:27]=[CH:28]3)=[CH:19][CH:18]=2)=[O:16])[CH2:10][CH2:9]1)=O)(C)(C)C. The catalyst is Cl.O1CCOCC1. The product is [NH:8]1[CH2:13][CH2:12][CH:11]([O:14][C:15]([C:17]2[CH:34]=[C:33]3[C:20]([S:21](=[O:37])(=[O:36])[NH:22][C:23]4[C:32]3=[CH:31][C:30]([Cl:35])=[C:29]3[C:24]=4[N:25]=[CH:26][CH:27]=[CH:28]3)=[CH:19][CH:18]=2)=[O:16])[CH2:10][CH2:9]1. The yield is 0.470.